From a dataset of Forward reaction prediction with 1.9M reactions from USPTO patents (1976-2016). Predict the product of the given reaction. (1) Given the reactants [CH3:1][C:2]1[CH:11]=[CH:10][C:5]([C:6]([O:8][CH3:9])=[O:7])=[CH:4][C:3]=1B1OC(C)(C)C(C)(C)O1.I[C:22]1[NH:26][C:25]([CH3:27])=[N:24][C:23]=1[CH3:28].C([O-])([O-])=O.[K+].[K+].C(Cl)Cl, predict the reaction product. The product is: [CH3:27][C:25]1[NH:26][C:22]([C:3]2[CH:4]=[C:5]([CH:10]=[CH:11][C:2]=2[CH3:1])[C:6]([O:8][CH3:9])=[O:7])=[C:23]([CH3:28])[N:24]=1. (2) Given the reactants C([O:3][C:4](=[O:20])[C@@H:5]([O:18][CH3:19])[CH2:6][C:7]1[CH:12]=[CH:11][C:10]([O:13][CH2:14][CH2:15][CH2:16]Br)=[CH:9][CH:8]=1)C.[Cl:21][C:22]1[CH:27]=[CH:26][CH:25]=[CH:24][C:23]=1[C:28]([C:30]1[CH:35]=[CH:34][C:33]([OH:36])=[CH:32][CH:31]=1)=[O:29].[OH-].[Na+], predict the reaction product. The product is: [Cl:21][C:22]1[CH:27]=[CH:26][CH:25]=[CH:24][C:23]=1[C:28]([C:30]1[CH:35]=[CH:34][C:33]([O:36][CH2:16][CH2:15][CH2:14][O:13][C:10]2[CH:9]=[CH:8][C:7]([CH2:6][C@H:5]([O:18][CH3:19])[C:4]([OH:3])=[O:20])=[CH:12][CH:11]=2)=[CH:32][CH:31]=1)=[O:29]. (3) Given the reactants Cl.[NH2:2][C:3]1[N:8]=[CH:7][C:6]([C:9]2[CH:14]=[C:13]([F:15])[C:12]([CH:16]([O:30][CH2:31][CH3:32])[C:17]([NH:19][CH2:20][C:21]3[CH:26]=[CH:25][C:24]([C:27](=[NH:29])[NH2:28])=[CH:23][CH:22]=3)=[O:18])=[C:11]([F:33])[CH:10]=2)=[CH:5][CH:4]=1.Cl.N[OH:36].C(N(CC)CC)C, predict the reaction product. The product is: [NH2:2][C:3]1[N:8]=[CH:7][C:6]([C:9]2[CH:14]=[C:13]([F:15])[C:12]([CH:16]([O:30][CH2:31][CH3:32])[C:17]([NH:19][CH2:20][C:21]3[CH:26]=[CH:25][C:24]([C:27](=[NH:28])[NH:29][OH:36])=[CH:23][CH:22]=3)=[O:18])=[C:11]([F:33])[CH:10]=2)=[CH:5][CH:4]=1. (4) Given the reactants [C:1]([CH:9]([C:13]1[CH:18]=[CH:17][CH:16]=[CH:15][CH:14]=1)[CH2:10][CH:11]=O)(=[O:8])[C:2]1[CH:7]=[CH:6][CH:5]=[CH:4][CH:3]=1.[CH3:19][O:20][C:21]1[CH:26]=[CH:25][CH:24]=[CH:23][C:22]=1[N:27]1[CH2:32][CH2:31][NH:30][CH2:29][CH2:28]1.[Na].[BH-](OC(C)=O)(OC(C)=O)OC(C)=O.[Na+], predict the reaction product. The product is: [CH3:19][O:20][C:21]1[CH:26]=[CH:25][CH:24]=[CH:23][C:22]=1[N:27]1[CH2:32][CH2:31][N:30]([CH2:11][CH2:10][CH:9]([C:1](=[O:8])[C:2]2[CH:7]=[CH:6][CH:5]=[CH:4][CH:3]=2)[C:13]2[CH:18]=[CH:17][CH:16]=[CH:15][CH:14]=2)[CH2:29][CH2:28]1. (5) Given the reactants [C:1]([O:5][C:6]([NH:8][CH2:9][C@H:10]1[CH2:15][CH2:14][C@H:13]([C:16](O)=[O:17])[CH2:12][CH2:11]1)=[O:7])([CH3:4])([CH3:3])[CH3:2].C(N(CC)CC)C.COC(Cl)=O.Cl, predict the reaction product. The product is: [C:1]([O:5][C:6](=[O:7])[NH:8][CH2:9][C@H:10]1[CH2:11][CH2:12][C@H:13]([CH2:16][OH:17])[CH2:14][CH2:15]1)([CH3:4])([CH3:2])[CH3:3]. (6) The product is: [F:1][C:2]1[C:3]([O:12][C:13]2[CH:18]=[C:17]([C:19]#[N:20])[CH:16]=[C:15]([C:26]#[N:27])[CH:14]=2)=[C:4]([N+:9]([O-:11])=[O:10])[CH:5]=[CH:6][C:7]=1[F:8]. Given the reactants [F:1][C:2]1[C:3]([O:12][C:13]2[CH:18]=[C:17]([C:19](=O)[NH:20]C(C)(C)C)[CH:16]=[C:15]([C:26](=O)[NH:27]C(C)(C)C)[CH:14]=2)=[C:4]([N+:9]([O-:11])=[O:10])[CH:5]=[CH:6][C:7]=1[F:8].P(Cl)(Cl)(Cl)=O, predict the reaction product. (7) Given the reactants [F:1][C:2]1([F:27])[CH2:4][CH:3]1[CH2:5][N:6]1[C:14]2[C:9](=[N:10][C:11]([C:15]3[CH:16]=[C:17]([CH2:22]O)[CH:18]=[CH:19][C:20]=3[CH3:21])=[CH:12][CH:13]=2)[N:8]([CH3:24])[S:7]1(=[O:26])=[O:25].C(N(CC)CC)C.S(Cl)(C)(=O)=O.[N:40]1([C:46]([O:48][C:49]([CH3:52])([CH3:51])[CH3:50])=[O:47])[CH2:45][CH2:44][NH:43][CH2:42][CH2:41]1.CCN(C(C)C)C(C)C, predict the reaction product. The product is: [F:27][C:2]1([F:1])[CH2:4][CH:3]1[CH2:5][N:6]1[C:14]2[C:9](=[N:10][C:11]([C:15]3[CH:16]=[C:17]([CH:18]=[CH:19][C:20]=3[CH3:21])[CH2:22][N:43]3[CH2:44][CH2:45][N:40]([C:46]([O:48][C:49]([CH3:52])([CH3:51])[CH3:50])=[O:47])[CH2:41][CH2:42]3)=[CH:12][CH:13]=2)[N:8]([CH3:24])[S:7]1(=[O:25])=[O:26]. (8) Given the reactants [OH:1][C:2]1[CH:11]=[C:10]([S:12][CH2:13][CH3:14])[CH:9]=[CH:8][C:3]=1[C:4]([O:6][CH3:7])=[O:5].[C:15]([N:22]1[CH2:27][CH2:26][CH:25](O)[CH2:24][CH2:23]1)([O:17][C:18]([CH3:21])([CH3:20])[CH3:19])=[O:16], predict the reaction product. The product is: [C:18]([O:17][C:15]([N:22]1[CH2:27][CH2:26][CH:25]([O:1][C:2]2[CH:11]=[C:10]([S:12][CH2:13][CH3:14])[CH:9]=[CH:8][C:3]=2[C:4]([O:6][CH3:7])=[O:5])[CH2:24][CH2:23]1)=[O:16])([CH3:21])([CH3:19])[CH3:20].